Dataset: Catalyst prediction with 721,799 reactions and 888 catalyst types from USPTO. Task: Predict which catalyst facilitates the given reaction. Reactant: Br[C:2]1[C:7]([NH2:8])=[C:6]([CH:9]([O:12][CH3:13])[O:10][CH3:11])[C:5]([Cl:14])=[CH:4][N:3]=1.[CH3:15][NH:16][CH3:17].O. Product: [Cl:14][C:5]1[C:6]([CH:9]([O:12][CH3:13])[O:10][CH3:11])=[C:7]([NH2:8])[C:2]([N:16]([CH3:17])[CH3:15])=[N:3][CH:4]=1. The catalyst class is: 60.